From a dataset of Retrosynthesis with 50K atom-mapped reactions and 10 reaction types from USPTO. Predict the reactants needed to synthesize the given product. (1) Given the product Cc1cc(NCCCn2ccnc2)ccc1[N+](=O)[O-], predict the reactants needed to synthesize it. The reactants are: Cc1cc(F)ccc1[N+](=O)[O-].NCCCn1ccnc1. (2) Given the product CCCC(NC(=O)OC(C)(C)C)C(=O)Nc1ncc(C)s1, predict the reactants needed to synthesize it. The reactants are: CCCC(NC(=O)OC(C)(C)C)C(=O)O.Cc1cnc(N)s1.